The task is: Regression. Given two drug SMILES strings and cell line genomic features, predict the synergy score measuring deviation from expected non-interaction effect.. This data is from NCI-60 drug combinations with 297,098 pairs across 59 cell lines. Cell line: HCT116. Drug 2: CC=C1C(=O)NC(C(=O)OC2CC(=O)NC(C(=O)NC(CSSCCC=C2)C(=O)N1)C(C)C)C(C)C. Synergy scores: CSS=16.3, Synergy_ZIP=-4.15, Synergy_Bliss=-5.24, Synergy_Loewe=-32.6, Synergy_HSA=-4.86. Drug 1: C1=CC(=CC=C1CC(C(=O)O)N)N(CCCl)CCCl.Cl.